Dataset: Catalyst prediction with 721,799 reactions and 888 catalyst types from USPTO. Task: Predict which catalyst facilitates the given reaction. (1) Reactant: [C:1]([O:5][C:6](=[O:43])[N:7]([CH2:11][CH2:12][O:13][C:14]1[C:15]([C:35]2[CH:40]=[CH:39][C:38]([S:41][CH3:42])=[CH:37][CH:36]=2)=[N:16][C:17]([C:20]2[NH:29][C:28](=[O:30])[C:27]3[C:22](=[CH:23][C:24]([O:33][CH3:34])=[CH:25][C:26]=3[O:31][CH3:32])[N:21]=2)=[CH:18][CH:19]=1)[CH:8]([CH3:10])[CH3:9])([CH3:4])([CH3:3])[CH3:2].ClC1C=CC=C(C(OO)=[O:52])C=1. Product: [C:1]([O:5][C:6](=[O:43])[N:7]([CH2:11][CH2:12][O:13][C:14]1[C:15]([C:35]2[CH:40]=[CH:39][C:38]([S:41]([CH3:42])=[O:52])=[CH:37][CH:36]=2)=[N:16][C:17]([C:20]2[NH:29][C:28](=[O:30])[C:27]3[C:22](=[CH:23][C:24]([O:33][CH3:34])=[CH:25][C:26]=3[O:31][CH3:32])[N:21]=2)=[CH:18][CH:19]=1)[CH:8]([CH3:10])[CH3:9])([CH3:2])([CH3:3])[CH3:4]. The catalyst class is: 4. (2) Reactant: [CH:1]1([S:4]([O-:6])=[O:5])[CH2:3][CH2:2]1.[Na+].[Cl:8][C:9]1[N:14]=[C:13]([CH2:15]I)[CH:12]=[C:11]([N:17]2[CH2:22][CH2:21][O:20][CH2:19][C@@H:18]2[CH3:23])[N:10]=1. Product: [Cl:8][C:9]1[N:14]=[C:13]([CH2:15][S:4]([CH:1]2[CH2:3][CH2:2]2)(=[O:6])=[O:5])[CH:12]=[C:11]([N:17]2[CH2:22][CH2:21][O:20][CH2:19][C@@H:18]2[CH3:23])[N:10]=1. The catalyst class is: 10.